From a dataset of Peptide-MHC class I binding affinity with 185,985 pairs from IEDB/IMGT. Regression. Given a peptide amino acid sequence and an MHC pseudo amino acid sequence, predict their binding affinity value. This is MHC class I binding data. (1) The peptide sequence is YMRERLSDF. The MHC is BoLA-HD6 with pseudo-sequence BoLA-HD6. The binding affinity (normalized) is 0.620. (2) The peptide sequence is QPGGSLRL. The MHC is HLA-B53:01 with pseudo-sequence HLA-B53:01. The binding affinity (normalized) is 0.145. (3) The peptide sequence is NLVYSTTSR. The MHC is HLA-A03:01 with pseudo-sequence HLA-A03:01. The binding affinity (normalized) is 0.0948. (4) The peptide sequence is HEGEGIPLY. The MHC is HLA-B40:01 with pseudo-sequence HLA-B40:01. The binding affinity (normalized) is 0.391. (5) The peptide sequence is CFRKLPINR. The MHC is Patr-A0901 with pseudo-sequence Patr-A0901. The binding affinity (normalized) is 0.000320. (6) The peptide sequence is RVHGATVFK. The MHC is HLA-A01:01 with pseudo-sequence HLA-A01:01. The binding affinity (normalized) is 0.0847.